This data is from Full USPTO retrosynthesis dataset with 1.9M reactions from patents (1976-2016). The task is: Predict the reactants needed to synthesize the given product. Given the product [C:15]1([CH:14]([C:21]2[CH:26]=[CH:25][CH:24]=[CH:23][CH:22]=2)[CH2:13][NH:12][C:10]2[C:9]3[C:4](=[CH:5][CH:6]=[CH:7][CH:8]=3)[N:3]=[C:2]([N:27]3[CH:31]=[CH:30][N:29]=[CH:28]3)[N:11]=2)[CH:20]=[CH:19][CH:18]=[CH:17][CH:16]=1, predict the reactants needed to synthesize it. The reactants are: Cl[C:2]1[N:11]=[C:10]([NH:12][CH2:13][CH:14]([C:21]2[CH:26]=[CH:25][CH:24]=[CH:23][CH:22]=2)[C:15]2[CH:20]=[CH:19][CH:18]=[CH:17][CH:16]=2)[C:9]2[C:4](=[CH:5][CH:6]=[CH:7][CH:8]=2)[N:3]=1.[NH:27]1[CH:31]=[CH:30][N:29]=[CH:28]1.C([O-])([O-])=O.[K+].[K+].